Dataset: Reaction yield outcomes from USPTO patents with 853,638 reactions. Task: Predict the reaction yield, written as a fraction of the theoretical maximum amount of product (1.0 means a 100% yield; for example, 0.34 means a 34% yield). The reactants are [CH2:1]([C:3]1[CH:8]=[CH:7][CH:6]=[CH:5][C:4]=1[CH2:9][CH3:10])[CH3:2].[Cl-].[Al+3].[Cl-].[Cl-].[C:15](Cl)(=[O:22])[C:16]1[CH:21]=[CH:20][CH:19]=[CH:18][CH:17]=1.O. The catalyst is C(Cl)Cl. The product is [CH2:1]([C:3]1[CH:8]=[C:7]([CH:6]=[CH:5][C:4]=1[CH2:9][CH3:10])[C:15]([C:16]1[CH:21]=[CH:20][CH:19]=[CH:18][CH:17]=1)=[O:22])[CH3:2]. The yield is 0.510.